Dataset: Experimentally validated miRNA-target interactions with 360,000+ pairs, plus equal number of negative samples. Task: Binary Classification. Given a miRNA mature sequence and a target amino acid sequence, predict their likelihood of interaction. (1) The miRNA is hsa-miR-668-3p with sequence UGUCACUCGGCUCGGCCCACUAC. The protein sequence of the target gene is MLLAQINRDSQGMTEFPGGGMEAQHVTLCLTEAVTVADGDNLENMEGVSLQAVTLADGSTAYIQHNSKDAKLIDGQVIQLEDGSAAYVQHVPIPKSTGDSLRLEDGQAVQLEDGTTAFIHHTSKDSYDQSALQAVQLEDGTTAYIHHAVQVPQSDTILAIQADGTVAGLHTGDATIDPDTISALEQYAAKVSIDGSESVAGTGMIGENEQEKKMQIVLQGHATRVTAKSQQSGEKAFRCEYDGCGKLYTTAHHLKVHERSHTGDRPYQCEHAGCGKAFATGYGLKSHVRTHTGEKPYRCS.... Result: 0 (no interaction). (2) The miRNA is mmu-miR-17-5p with sequence CAAAGUGCUUACAGUGCAGGUAG. The protein sequence of the target gene is MKKHSARVAPLSACNSPVLTLTKVEGEERPREPPGPAEAQAPAGTEAGGRTSRHNWTCSQERLKKVFWGVAVVFCVCASWAGSTQLARLTFKTFDAPFTLTWFATNWNFLFFPLYYAGHVCKSTEKQSMKQRYRECCRFFGDNGLTLKVFFTKAAPFGVLWTLTNYLYLHAIKKINATDVSVLFCCNKSFVFLLSWIVLRDRFMGVRIVAAILAIAGIVMMTYADGFHSHSVIGIALVVGSASMSALYKVLFKLLLGSAKFGEAALFLSILGVFNILFITCIPVILYFTRVEYWNSFDDI.... Result: 1 (interaction). (3) The miRNA is hsa-miR-342-3p with sequence UCUCACACAGAAAUCGCACCCGU. The protein sequence of the target gene is MAARVLIIGSGGREHTLAWKLAQSHHVKQVLVAPGNAGTACSEKISNTAISISDHTALAQFCKEKKIEFVVVGPEAPLAAGIVGNLRSAGVQCFGPTAEAAQLESSKRFAKEFMDRHGIPTAQWKAFTKPEEACSFILSADFPALVVKASGLAAGKGVIVAKSKEEACKAVQEIMQEKAFGAAGETIVIEELLDGEEVSCLCFTDGKTVAPMPPAQDHKRLLEGDGGPNTGGMGAYCPAPQVSNDLLLKIKDTVLQRTVDGMQQEGTPYTGILYAGIMLTKNGPKVLEFNCRFGDPECQV.... Result: 1 (interaction). (4) The miRNA is mmu-miR-680 with sequence GGGCAUCUGCUGACAUGGGGG. The protein sequence of the target gene is MSEEQFGGDGAAAAATAAVGGSAGEQEGAMVAAAAQGPAAAAGSGSGGGGSAAGGTEGGSAEAEGAKIDASKNEEDEGHSNSSPRHTEAAAAQREEWKMFIGGLSWDTTKKDLKDYFSKFGEVVDCTLKLDPITGRSRGFGFVLFKESESVDKVMDQKEHKLNGKVIDPKRAKAMKTKEPVKKIFVGGLSPDTPEEKIREYFGGFGEVESIELPMDNKTNKRRGFCFITFKEEEPVKKIMEKKYHNVGLSKCEIKVAMSKEQYQQQQQWGSRGGFAGRARGRGGGPSQNWNQGYSNYWNQ.... Result: 0 (no interaction). (5) The miRNA is hsa-miR-192-5p with sequence CUGACCUAUGAAUUGACAGCC. The protein sequence of the target gene is MPKFKAARGVGGQEKHAPLADQILAGNAVRAGVREKRRGRGTGEAEEEYVGPRLSRRILQQARQQQEELEAEHGTGDKPAAPRERTTRLGPRMPQDGSDDEDEEWPTLEKAATMTAAGHHAEVVVDPEDERAIEMFMNKNPPARRTLADIIMEKLTEKQTEVETVMSEVSGFPMPQLDPRVLEVYRGVREVLSKYRSGKLPKAFKIIPALSNWEQILYVTEPEAWTAAAMYQATRIFASNLKERMAQRFYNLVLLPRVRDDVAEYKRLNFHLYMALKKALFKPGAWFKGILIPLCESGTC.... Result: 1 (interaction). (6) The miRNA is hsa-miR-526b-5p with sequence CUCUUGAGGGAAGCACUUUCUGU. The protein sequence of the target gene is MEDEDGEDRALLGGRREADSAVHGAPRALSALCDPSRLAHRLVVLSLMCFLGFGSYFCYDNPAALQTQVKRDMQVNTTKFMLLYAWYSWPNVVLCFLGGFLIDRIFGIRWGTVIFSCFVCIGQVIFALGGIFNAFWLMELGRFVFGIGGESLAVAQNTYAVSWFKGKELNLVFGLQLSMARIGSTVNMNLMGWLYGKIEALLGSAGHMTLGVTLMIGCITCIFSLICALALAYLDRRAEKILHKEQGKTGEVIKLRDIKDFSLPLILVFVICVCYYVAVFPFIGLGKVFFMEKFRFSSQS.... Result: 0 (no interaction).